This data is from Catalyst prediction with 721,799 reactions and 888 catalyst types from USPTO. The task is: Predict which catalyst facilitates the given reaction. (1) Reactant: [Cl:1][C:2]1[N:3]=[C:4](I)[C:5](=[O:20])[N:6]([CH2:16][CH:17]([CH3:19])[CH3:18])[C:7]=1[C:8]1[C:13]([F:14])=[CH:12][CH:11]=[CH:10][C:9]=1[F:15].[Br-].C[C:24]1[CH:29]=[CH:28][N:27]=[C:26]([Zn+])[CH:25]=1.O1CCC[CH2:32]1. Product: [Cl:1][C:2]1[N:3]=[C:4]([C:26]2[CH:25]=[CH:24][C:29]([CH3:32])=[CH:28][N:27]=2)[C:5](=[O:20])[N:6]([CH2:16][CH:17]([CH3:19])[CH3:18])[C:7]=1[C:8]1[C:13]([F:14])=[CH:12][CH:11]=[CH:10][C:9]=1[F:15]. The catalyst class is: 73. (2) Reactant: Cl[CH2:2][C:3]1[CH:8]=[CH:7][C:6]([C:9]([C:11]2[N:19]3[C:14]([CH:15]=[C:16]([C:20]([O:22][CH:23]([CH3:25])[CH3:24])=[O:21])[CH:17]=[CH:18]3)=[CH:13][C:12]=2[CH2:26][CH3:27])=[O:10])=[CH:5][CH:4]=1.[P:28]([O:35]CC)([O:32][CH2:33][CH3:34])[O:29][CH2:30][CH3:31]. Product: [CH2:30]([O:29][P:28]([CH2:2][C:3]1[CH:8]=[CH:7][C:6]([C:9]([C:11]2[N:19]3[C:14]([CH:15]=[C:16]([C:20]([O:22][CH:23]([CH3:25])[CH3:24])=[O:21])[CH:17]=[CH:18]3)=[CH:13][C:12]=2[CH2:26][CH3:27])=[O:10])=[CH:5][CH:4]=1)([O:32][CH2:33][CH3:34])=[O:35])[CH3:31]. The catalyst class is: 25. (3) Reactant: [F:1][C:2]1[CH:3]=[N:4][CH:5]=[C:6]([F:28])[C:7]=1[C:8]([NH:10][C:11]1[S:12][C:13]([C:16]2[C:26]([CH3:27])=[CH:25][C:19]3[O:20][C:21]([F:24])([F:23])[O:22][C:18]=3[CH:17]=2)=[CH:14][N:15]=1)=O.Cl.C(OCC)(=O)C. Product: [F:24][C:21]1([F:23])[O:20][C:19]2[CH:25]=[C:26]([CH3:27])[C:16]([C:13]3[S:12][C:11]([NH:10][CH2:8][C:7]4[C:6]([F:28])=[CH:5][N:4]=[CH:3][C:2]=4[F:1])=[N:15][CH:14]=3)=[CH:17][C:18]=2[O:22]1. The catalyst class is: 1. (4) Reactant: [Br:1][C:2]1[CH:3]=[C:4]2[C:8](=[CH:9][CH:10]=1)[NH:7][CH2:6][CH2:5]2.[N+:11]([O-])([O-:13])=[O:12].[K+].C([O-])([O-])=O.[Na+].[Na+]. Product: [Br:1][C:2]1[CH:3]=[C:4]2[C:8](=[CH:9][C:10]=1[N+:11]([O-:13])=[O:12])[NH:7][CH2:6][CH2:5]2. The catalyst class is: 82. (5) Reactant: C(OC([N:8]1[CH2:12][CH2:11][CH2:10][C@H:9]1[C:13]1[NH:14][CH:15]=[C:16]([C:18]2[CH:19]=[C:20]([CH:45]=[CH:46][CH:47]=2)[O:21][C:22]2[CH:27]=[CH:26][C:25]([C:28]3[NH:32][C:31]([C@@H:33]4[CH2:37][CH2:36][CH2:35][N:34]4C(OC(C)(C)C)=O)=[N:30][CH:29]=3)=[CH:24][CH:23]=2)[N:17]=1)=O)(C)(C)C.[ClH:48]. Product: [ClH:48].[NH:34]1[CH2:35][CH2:36][CH2:37][C@H:33]1[C:31]1[NH:32][C:28]([C:25]2[CH:26]=[CH:27][C:22]([O:21][C:20]3[CH:45]=[CH:46][CH:47]=[C:18]([C:16]4[N:17]=[C:13]([C@@H:9]5[CH2:10][CH2:11][CH2:12][NH:8]5)[NH:14][CH:15]=4)[CH:19]=3)=[CH:23][CH:24]=2)=[CH:29][N:30]=1. The catalyst class is: 4.